Dataset: Peptide-MHC class I binding affinity with 185,985 pairs from IEDB/IMGT. Task: Regression. Given a peptide amino acid sequence and an MHC pseudo amino acid sequence, predict their binding affinity value. This is MHC class I binding data. (1) The peptide sequence is RPQLGVGDV. The MHC is HLA-B27:05 with pseudo-sequence HLA-B27:05. The binding affinity (normalized) is 0.0847. (2) The peptide sequence is QEDKILKV. The binding affinity (normalized) is 0.226. The MHC is Mamu-A11 with pseudo-sequence Mamu-A11. (3) The peptide sequence is NAHEGQLVI. The MHC is HLA-A01:01 with pseudo-sequence HLA-A01:01. The binding affinity (normalized) is 0.0847. (4) The peptide sequence is VYMDAVFEY. The MHC is HLA-B15:01 with pseudo-sequence HLA-B15:01. The binding affinity (normalized) is 0.409. (5) The peptide sequence is VTSSGTIYK. The MHC is HLA-A03:01 with pseudo-sequence HLA-A03:01. The binding affinity (normalized) is 0.807.